This data is from Peptide-MHC class II binding affinity with 134,281 pairs from IEDB. The task is: Regression. Given a peptide amino acid sequence and an MHC pseudo amino acid sequence, predict their binding affinity value. This is MHC class II binding data. (1) The binding affinity (normalized) is 0.317. The peptide sequence is LKLATGMRNVPEKQT. The MHC is DRB1_0802 with pseudo-sequence DRB1_0802. (2) The peptide sequence is ERSLWIIFSKNLNIK. The MHC is HLA-DPA10103-DPB10301 with pseudo-sequence HLA-DPA10103-DPB10301. The binding affinity (normalized) is 0.896. (3) The MHC is DRB1_0901 with pseudo-sequence DRB1_0901. The binding affinity (normalized) is 0.508. The peptide sequence is CIALDMMNENLGIIS. (4) The MHC is HLA-DPA10201-DPB10501 with pseudo-sequence HLA-DPA10201-DPB10501. The binding affinity (normalized) is 0.800. The peptide sequence is IRYANPIAFFRKEPL. (5) The peptide sequence is IVSTQLKTLMLLLLC. The MHC is DRB1_0101 with pseudo-sequence DRB1_0101. The binding affinity (normalized) is 0.296.